Dataset: Forward reaction prediction with 1.9M reactions from USPTO patents (1976-2016). Task: Predict the product of the given reaction. (1) Given the reactants [C:1]1([C:37]2[CH:42]=[CH:41][CH:40]=[CH:39][CH:38]=2)[CH:6]=[CH:5][C:4]([C:7]([O:9][C@@H:10]2[C@@H:15]([C:16]3[CH:21]=[CH:20][CH:19]=[C:18]([O:22][Si](C(C)(C)C)(C)C)[CH:17]=3)[CH2:14][CH2:13][N:12](C(OC(C)(C)C)=O)[CH2:11]2)=[O:8])=[CH:3][CH:2]=1.C(OCC)C.[ClH:48], predict the reaction product. The product is: [ClH:48].[C:1]1([C:37]2[CH:42]=[CH:41][CH:40]=[CH:39][CH:38]=2)[CH:6]=[CH:5][C:4]([C:7]([O:9][C@@H:10]2[C@@H:15]([C:16]3[CH:21]=[CH:20][CH:19]=[C:18]([OH:22])[CH:17]=3)[CH2:14][CH2:13][NH:12][CH2:11]2)=[O:8])=[CH:3][CH:2]=1. (2) Given the reactants [N:1]1([C:8]2[C:9]([O:18][CH3:19])=[CH:10][CH:11]=[C:12]3[C:17]=2[N:16]=[CH:15][CH:14]=[CH:13]3)[CH2:7][CH2:6][CH2:5][NH:4][CH2:3][CH2:2]1.[OH:20][CH:21]1[CH2:26][CH2:25][N:24]([C:27]2[S:28][CH:29]=[C:30]([CH:32]=O)[N:31]=2)[CH2:23][CH2:22]1.C([Si]([O:41][C:42]([O:44][CH3:45])=[CH2:43])(C)C)(C)(C)C.C([O-])(O)=O.[Na+].[OH-].[Na+], predict the reaction product. The product is: [CH3:45][O:44][C:42](=[O:41])[CH2:43][CH:32]([C:30]1[N:31]=[C:27]([N:24]2[CH2:23][CH2:22][CH:21]([OH:20])[CH2:26][CH2:25]2)[S:28][CH:29]=1)[N:4]1[CH2:5][CH2:6][CH2:7][N:1]([C:8]2[C:9]([O:18][CH3:19])=[CH:10][CH:11]=[C:12]3[C:17]=2[N:16]=[CH:15][CH:14]=[CH:13]3)[CH2:2][CH2:3]1.